From a dataset of Catalyst prediction with 721,799 reactions and 888 catalyst types from USPTO. Predict which catalyst facilitates the given reaction. (1) Product: [C:19]([C:15]1[C:10]([F:9])=[N:11][CH:12]=[CH:13][CH:14]=1)(=[O:26])[C:20]1[CH:25]=[CH:24][CH:23]=[CH:22][CH:21]=1. The catalyst class is: 1. Reactant: C([N-]C(C)C)(C)C.[Li+].[F:9][C:10]1[CH:15]=[CH:14][CH:13]=[CH:12][N:11]=1.CON(C)[C:19](=[O:26])[C:20]1[CH:25]=[CH:24][CH:23]=[CH:22][CH:21]=1. (2) Reactant: [Br:1][C:2]1[CH:3]=[C:4]2[CH:11]=[CH:10][NH:9][C:5]2=[N+:6]([O-])[CH:7]=1.CS(Cl)(=O)=O.[Cl-:17].[Na+].[H-].[Na+].Cl[CH2:22][O:23][CH2:24][CH2:25][Si:26]([CH3:29])([CH3:28])[CH3:27]. Product: [Br:1][C:2]1[C:3]([Cl:17])=[C:4]2[CH:11]=[CH:10][N:9]([CH2:22][O:23][CH2:24][CH2:25][Si:26]([CH3:29])([CH3:28])[CH3:27])[C:5]2=[N:6][CH:7]=1. The catalyst class is: 9.